From a dataset of NCI-60 drug combinations with 297,098 pairs across 59 cell lines. Regression. Given two drug SMILES strings and cell line genomic features, predict the synergy score measuring deviation from expected non-interaction effect. (1) Drug 1: CN(C(=O)NC(C=O)C(C(C(CO)O)O)O)N=O. Drug 2: CC1C(C(CC(O1)OC2CC(CC3=C2C(=C4C(=C3O)C(=O)C5=CC=CC=C5C4=O)O)(C(=O)C)O)N)O. Cell line: MOLT-4. Synergy scores: CSS=40.8, Synergy_ZIP=-0.157, Synergy_Bliss=-3.71, Synergy_Loewe=-8.99, Synergy_HSA=-4.05. (2) Drug 1: C1CCC(C1)C(CC#N)N2C=C(C=N2)C3=C4C=CNC4=NC=N3. Drug 2: CC12CCC(CC1=CCC3C2CCC4(C3CC=C4C5=CN=CC=C5)C)O. Cell line: SF-268. Synergy scores: CSS=-4.63, Synergy_ZIP=3.66, Synergy_Bliss=5.85, Synergy_Loewe=-1.44, Synergy_HSA=0.863. (3) Drug 1: CCN(CC)CCCC(C)NC1=C2C=C(C=CC2=NC3=C1C=CC(=C3)Cl)OC. Drug 2: N.N.Cl[Pt+2]Cl. Cell line: EKVX. Synergy scores: CSS=15.5, Synergy_ZIP=-0.511, Synergy_Bliss=7.63, Synergy_Loewe=3.13, Synergy_HSA=5.48. (4) Drug 1: C1CCN(CC1)CCOC2=CC=C(C=C2)C(=O)C3=C(SC4=C3C=CC(=C4)O)C5=CC=C(C=C5)O. Drug 2: CC1CCCC2(C(O2)CC(NC(=O)CC(C(C(=O)C(C1O)C)(C)C)O)C(=CC3=CSC(=N3)C)C)C. Cell line: BT-549. Synergy scores: CSS=1.92, Synergy_ZIP=-0.140, Synergy_Bliss=0.390, Synergy_Loewe=-9.57, Synergy_HSA=-2.44. (5) Drug 1: CC1=CC=C(C=C1)C2=CC(=NN2C3=CC=C(C=C3)S(=O)(=O)N)C(F)(F)F. Drug 2: CC1CCC2CC(C(=CC=CC=CC(CC(C(=O)C(C(C(=CC(C(=O)CC(OC(=O)C3CCCCN3C(=O)C(=O)C1(O2)O)C(C)CC4CCC(C(C4)OC)O)C)C)O)OC)C)C)C)OC. Cell line: MDA-MB-435. Synergy scores: CSS=13.8, Synergy_ZIP=-3.81, Synergy_Bliss=3.11, Synergy_Loewe=-9.48, Synergy_HSA=3.06. (6) Drug 1: C1CC(=O)NC(=O)C1N2CC3=C(C2=O)C=CC=C3N. Drug 2: CN1C2=C(C=C(C=C2)N(CCCl)CCCl)N=C1CCCC(=O)O.Cl. Cell line: NCI-H322M. Synergy scores: CSS=3.62, Synergy_ZIP=-0.733, Synergy_Bliss=0.591, Synergy_Loewe=1.33, Synergy_HSA=0.0618. (7) Drug 1: CCC1=C2CN3C(=CC4=C(C3=O)COC(=O)C4(CC)O)C2=NC5=C1C=C(C=C5)O. Drug 2: CS(=O)(=O)OCCCCOS(=O)(=O)C. Cell line: A498. Synergy scores: CSS=13.4, Synergy_ZIP=-4.98, Synergy_Bliss=1.51, Synergy_Loewe=-12.0, Synergy_HSA=1.88.